The task is: Predict which catalyst facilitates the given reaction.. This data is from Catalyst prediction with 721,799 reactions and 888 catalyst types from USPTO. (1) Product: [NH2:23][S:20]([C:17]1[CH:16]=[CH:15][C:14]([N:5]2[C:6]([C:8]3[CH:13]=[CH:12][CH:11]=[CH:10][CH:9]=3)=[CH:7][C:3]([CH:1]=[C:26]([C:24]#[N:25])[C:27]([O:29][CH2:30][CH3:31])=[O:28])=[N:4]2)=[CH:19][CH:18]=1)(=[O:21])=[O:22]. Reactant: [CH:1]([C:3]1[CH:7]=[C:6]([C:8]2[CH:13]=[CH:12][CH:11]=[CH:10][CH:9]=2)[N:5]([C:14]2[CH:19]=[CH:18][C:17]([S:20]([NH2:23])(=[O:22])=[O:21])=[CH:16][CH:15]=2)[N:4]=1)=O.[C:24]([CH2:26][C:27]([O:29][CH2:30][CH3:31])=[O:28])#[N:25].C([O-])(=O)C.[NH4+].C(O)(=O)C. The catalyst class is: 48. (2) Reactant: [C:1]([NH:4][C:5]1[CH:14]=[C:13]([C:15]2[CH:20]=[CH:19][N:18]3[N:21]=[CH:22][CH:23]=[C:17]3[N:16]=2)[CH:12]=[CH:11][C:6]=1[C:7]([O:9][CH3:10])=[O:8])(=[O:3])[CH3:2].[I:24]N1C(=O)CCC1=O.O. Product: [C:1]([NH:4][C:5]1[CH:14]=[C:13]([C:15]2[CH:20]=[CH:19][N:18]3[N:21]=[CH:22][C:23]([I:24])=[C:17]3[N:16]=2)[CH:12]=[CH:11][C:6]=1[C:7]([O:9][CH3:10])=[O:8])(=[O:3])[CH3:2]. The catalyst class is: 10.